This data is from Reaction yield outcomes from USPTO patents with 853,638 reactions. The task is: Predict the reaction yield, written as a fraction of the theoretical maximum amount of product (1.0 means a 100% yield; for example, 0.34 means a 34% yield). (1) The reactants are Br[C:2]1[CH:3]=[C:4]([O:8][CH:9]([CH3:11])[CH3:10])[CH:5]=[N:6][CH:7]=1.[CH3:12][C@@H:13]([OH:17])[CH2:14][CH:15]=[CH2:16].C(N(CC)CC)C.C(#N)C. The catalyst is O.C([O-])(=O)C.[Pd+2].C([O-])(=O)C.C1(C)C=CC=CC=1P(C1C=CC=CC=1C)C1C=CC=CC=1C. The product is [CH:9]([O:8][C:4]1[CH:3]=[C:2](/[CH:16]=[CH:15]/[CH2:14][C@H:13]([OH:17])[CH3:12])[CH:7]=[N:6][CH:5]=1)([CH3:11])[CH3:10]. The yield is 0.850. (2) The catalyst is CN(C)C=O. The yield is 0.670. The product is [F:35][C:2]1([F:1])[O:6][C:5]2[CH:7]=[CH:8][C:9]([C:11]3([C:14]([NH:16][C:17]4[N:22]=[C:21]([C:23]5[CH:24]=[N:25][C:26]([O:32][CH3:33])=[C:27]([C:29]([N:37]([CH3:38])[CH3:36])=[O:30])[CH:28]=5)[C:20]([CH3:34])=[CH:19][CH:18]=4)=[O:15])[CH2:12][CH2:13]3)=[CH:10][C:4]=2[O:3]1. The reactants are [F:1][C:2]1([F:35])[O:6][C:5]2[CH:7]=[CH:8][C:9]([C:11]3([C:14]([NH:16][C:17]4[N:22]=[C:21]([C:23]5[CH:24]=[N:25][C:26]([O:32][CH3:33])=[C:27]([C:29](O)=[O:30])[CH:28]=5)[C:20]([CH3:34])=[CH:19][CH:18]=4)=[O:15])[CH2:13][CH2:12]3)=[CH:10][C:4]=2[O:3]1.[CH3:36][NH:37][CH3:38].C(N(CC)CC)C.CN(C(ON1N=NC2C=CC=NC1=2)=[N+](C)C)C.F[P-](F)(F)(F)(F)F. (3) The reactants are [Br:1][C:2]1[NH:6][C:5]([C@@H:7]2[CH2:11][CH2:10][CH2:9][N:8]2[C:12]([O:14]C(C)(C)C)=O)=[N:4][CH:3]=1.Cl.[CH3:20][O:21][C@H:22]([CH3:32])[C@H:23]([NH:27][C:28]([O:30][CH3:31])=[O:29])C(O)=O.CN(C(ON1N=NC2C=CC=NC1=2)=[N+](C)C)C.F[P-](F)(F)(F)(F)F.CCN(C(C)C)C(C)C.[Li+].[OH-]. The catalyst is C(Cl)Cl.CO.CN(C=O)C. The product is [Br:1][C:2]1[NH:6][C:5]([C@@H:7]2[CH2:11][CH2:10][CH2:9][N:8]2[C:12](=[O:14])[C@@H:23]([NH:27][C:28](=[O:29])[O:30][CH3:31])[C@H:22]([O:21][CH3:20])[CH3:32])=[N:4][CH:3]=1. The yield is 1.00. (4) The reactants are C(Cl)(=O)C(Cl)=O.[C:7]([OH:13])(=O)[CH2:8][CH2:9][CH:10]=[CH2:11].[NH2:14][C:15]1[CH:20]=[CH:19][CH:18]=[CH:17][CH:16]=1. The catalyst is C(Cl)Cl.CN(C=O)C. The product is [C:15]1([NH:14][C:7](=[O:13])[CH2:8][CH2:9][CH:10]=[CH2:11])[CH:20]=[CH:19][CH:18]=[CH:17][CH:16]=1. The yield is 0.510. (5) The catalyst is O. The yield is 0.600. The product is [CH3:15][C:13]1[CH:12]=[N:11][C:6]2[C:7](=[CH:8][CH:9]=[C:4]([N+:1]([O-:3])=[O:2])[CH:5]=2)[N:10]=1. The reactants are [N+:1]([C:4]1[CH:9]=[CH:8][C:7]([NH2:10])=[C:6]([NH2:11])[CH:5]=1)([O-:3])=[O:2].[CH3:12][C:13]([CH:15]=O)=O. (6) The reactants are C(O)(C(F)(F)F)=O.[CH2:8]([O:15][NH:16][C@H:17]1[CH2:22][N:21](C(OC(C)(C)C)=O)[C@H:20]([C:30]([O:32][CH2:33][CH3:34])=[O:31])[CH2:19][CH2:18]1)[C:9]1[CH:14]=[CH:13][CH:12]=[CH:11][CH:10]=1. The catalyst is C(Cl)Cl. The product is [CH2:8]([O:15][NH:16][C@H:17]1[CH2:22][NH:21][C@H:20]([C:30]([O:32][CH2:33][CH3:34])=[O:31])[CH2:19][CH2:18]1)[C:9]1[CH:10]=[CH:11][CH:12]=[CH:13][CH:14]=1. The yield is 0.950. (7) The reactants are [OH:1][C:2]1[CH:8]=[CH:7][C:5]([NH2:6])=[CH:4][CH:3]=1.CC(C)([O-])C.[K+].Cl[C:16]1[CH:21]=[CH:20][N:19]=[C:18]([C:22]([O:24][C:25]([CH3:28])([CH3:27])[CH3:26])=[O:23])[CH:17]=1.C(=O)([O-])[O-].[K+].[K+]. The catalyst is [Cl-].[Na+].O.C(OCC)(=O)C.CN(C=O)C. The product is [NH2:6][C:5]1[CH:7]=[CH:8][C:2]([O:1][C:16]2[CH:21]=[CH:20][N:19]=[C:18]([C:22]([O:24][C:25]([CH3:28])([CH3:27])[CH3:26])=[O:23])[CH:17]=2)=[CH:3][CH:4]=1. The yield is 0.509. (8) The reactants are FC(F)(F)C(O[C:6]1[CH2:7][CH2:8][N:9]([C:12]([O:14][C:15]([CH3:18])([CH3:17])[CH3:16])=[O:13])[CH2:10][CH:11]=1)=O.[CH3:21][Sn:22]([CH3:28])([CH3:27])[Sn:22]([CH3:28])([CH3:27])[CH3:21].[Cl-].[Li+]. The catalyst is O1CCOCC1. The product is [CH3:21][Sn:22]([CH3:28])([CH3:27])[C:6]1[CH2:7][CH2:8][N:9]([C:12]([O:14][C:15]([CH3:18])([CH3:17])[CH3:16])=[O:13])[CH2:10][CH:11]=1. The yield is 0.830. (9) The reactants are C[O:2][C:3]([C:5]1[C:6]([NH:15][C:16]2[CH:21]=[CH:20][C:19]([Br:22])=[CH:18][C:17]=2[Cl:23])=[C:7]([Cl:14])[C:8]2[N:9]([CH:11]=[CH:12][N:13]=2)[CH:10]=1)=O.Cl.[CH2:25]1COCC1. The catalyst is C(OCC)(=O)C.[CH3-].C[Al+]C.[CH-]1C=CC=C1.[CH-]1C=CC=C1.[Cl-].[Ti+3]. The product is [Br:22][C:19]1[CH:20]=[CH:21][C:16]([NH:15][C:6]2[C:5]([C:3](=[O:2])[CH3:25])=[CH:10][N:9]3[CH:11]=[CH:12][N:13]=[C:8]3[C:7]=2[Cl:14])=[C:17]([Cl:23])[CH:18]=1. The yield is 0.280.